From a dataset of Reaction yield outcomes from USPTO patents with 853,638 reactions. Predict the reaction yield, written as a fraction of the theoretical maximum amount of product (1.0 means a 100% yield; for example, 0.34 means a 34% yield). (1) The catalyst is C(O)(=O)C. The yield is 0.450. The reactants are C([BH3-])#N.[Na+].[F:5][C:6]1[CH:14]=[CH:13][CH:12]=[C:11]2[C:7]=1[CH:8]=[CH:9][NH:10]2. The product is [F:5][C:6]1[CH:14]=[CH:13][CH:12]=[C:11]2[C:7]=1[CH2:8][CH2:9][NH:10]2. (2) The product is [NH2:9][C:10]1[CH:15]=[CH:14][N:13]([CH:16]2[O:17][CH:18]([CH:30]=[CH:31][P:32](=[O:33])([OH:34])[OH:37])[CH2:19][CH:20]2[OH:21])[C:12](=[O:40])[CH:11]=1. No catalyst specified. The yield is 0.865. The reactants are C([NH:9][C:10]1[CH:15]=[CH:14][N:13]([CH:16]2[CH:20]([O:21]C(=O)C3C=CC=CC=3)[CH2:19][CH:18]([CH:30]=[CH:31][P:32]([O:37]CC)([O:34]CC)=[O:33])[O:17]2)[C:12](=[O:40])[CH:11]=1)(=O)C1C=CC=CC=1.NC1NC(=O)C2N=NN(C3OC(C=CP(=O)(O)O)CC3O)C=2N=1. (3) The reactants are [NH2:1][C:2]1[S:3][CH:4]=[C:5]([CH3:10])[C:6]=1[C:7]([NH2:9])=[O:8].CCN(CC)CC.CN(C1C=CC=CN=1)C.[CH3:27][O:28][C:29]1[CH:37]=[CH:36][CH:35]=[CH:34][C:30]=1[C:31](Cl)=[O:32]. The catalyst is C(Cl)Cl.O. The product is [CH3:27][O:28][C:29]1[CH:37]=[CH:36][CH:35]=[CH:34][C:30]=1[C:31]([NH:1][C:2]1[S:3][CH:4]=[C:5]([CH3:10])[C:6]=1[C:7]([NH2:9])=[O:8])=[O:32]. The yield is 0.440. (4) The reactants are Br[C:2]1[C:3](=[O:10])[N:4]([CH2:8][CH3:9])[CH:5]=[CH:6][N:7]=1.C(=O)([O-])[O-].[K+].[K+].[CH:17]1[CH:22]=[CH:21][C:20]([CH2:23][SH:24])=[CH:19][CH:18]=1.O. The catalyst is C1COCC1. The product is [CH2:23]([S:24][C:2]1[C:3](=[O:10])[N:4]([CH2:8][CH3:9])[CH:5]=[CH:6][N:7]=1)[C:20]1[CH:21]=[CH:22][CH:17]=[CH:18][CH:19]=1. The yield is 0.820. (5) The reactants are [H-].[Na+].[CH3:3][CH2:4][O:5][C:6]([CH:8]1[C:12](=[O:13])[CH2:11][CH2:10][CH2:9]1)=[O:7].[F:14][C:15]([F:28])([F:27])[S:16](O[S:16]([C:15]([F:28])([F:27])[F:14])(=[O:18])=[O:17])(=[O:18])=[O:17].[Cl-].[NH4+]. The catalyst is C(OCC)C. The product is [F:14][C:15]([F:28])([F:27])[S:16]([O:13][C:12]1[CH2:11][CH2:10][CH2:9][C:8]=1[C:6]([O:5][CH2:4][CH3:3])=[O:7])(=[O:18])=[O:17]. The yield is 0.470. (6) The reactants are C([O:4][CH2:5][CH2:6][CH2:7][N:8]1[C:13](=[O:14])[C:12]2[N:15]([CH3:30])[C:16]([C:19]3[CH:24]=[CH:23][CH:22]=[C:21]([O:25][C:26]([F:29])([F:28])[F:27])[CH:20]=3)=[C:17]([CH3:18])[C:11]=2[N:10]([CH3:31])[C:9]1=[O:32])(=O)C.O[Li].O. The catalyst is C1COCC1.O.C(Cl)Cl. The product is [OH:4][CH2:5][CH2:6][CH2:7][N:8]1[C:13](=[O:14])[C:12]2[N:15]([CH3:30])[C:16]([C:19]3[CH:24]=[CH:23][CH:22]=[C:21]([O:25][C:26]([F:29])([F:28])[F:27])[CH:20]=3)=[C:17]([CH3:18])[C:11]=2[N:10]([CH3:31])[C:9]1=[O:32]. The yield is 0.276. (7) The reactants are [CH2:1]([O:8][C:9]([O:11]N1C(=O)CCC1=O)=O)[C:2]1[CH:7]=[CH:6][CH:5]=[CH:4][CH:3]=1.[NH2:19][CH2:20][CH2:21][CH2:22][CH2:23][CH2:24][CH2:25][CH2:26][CH2:27][CH2:28][CH2:29][CH2:30][C:31]([OH:33])=[O:32].C(N(CC)CC)C. The catalyst is CO.O. The product is [CH2:1]([O:8][C:9]([NH:19][CH2:20][CH2:21][CH2:22][CH2:23][CH2:24][CH2:25][CH2:26][CH2:27][CH2:28][CH2:29][CH2:30][C:31]([OH:33])=[O:32])=[O:11])[C:2]1[CH:3]=[CH:4][CH:5]=[CH:6][CH:7]=1. The yield is 0.930.